Dataset: Peptide-MHC class I binding affinity with 185,985 pairs from IEDB/IMGT. Task: Regression. Given a peptide amino acid sequence and an MHC pseudo amino acid sequence, predict their binding affinity value. This is MHC class I binding data. The peptide sequence is PTLLFLKV. The MHC is H-2-Kb with pseudo-sequence H-2-Kb. The binding affinity (normalized) is 0.0735.